This data is from Reaction yield outcomes from USPTO patents with 853,638 reactions. The task is: Predict the reaction yield, written as a fraction of the theoretical maximum amount of product (1.0 means a 100% yield; for example, 0.34 means a 34% yield). (1) The reactants are FC(F)(F)S([O:6][S:7]([C:10]([F:13])([F:12])[F:11])(=[O:9])=[O:8])(=O)=O.[CH3:16][O:17][C:18](=[O:32])[CH:19]([C:24]1[CH:29]=[C:28]([OH:30])[CH:27]=[C:26](O)[CH:25]=1)[CH2:20][CH:21]([CH3:23])[CH3:22].N1C=CC=CC=1. The catalyst is C(Cl)Cl. The product is [CH3:16][O:17][C:18](=[O:32])[CH:19]([C:24]1[CH:29]=[C:28]([O:30][S:7]([C:10]([F:13])([F:12])[F:11])(=[O:8])=[O:6])[CH:27]=[C:26]([O:6][S:7]([C:10]([F:11])([F:12])[F:13])(=[O:8])=[O:9])[CH:25]=1)[CH2:20][CH:21]([CH3:23])[CH3:22]. The yield is 0.990. (2) The reactants are [C:1]([O:5][C:6]([N:8]1[CH2:13][CH2:12][CH:11]([N:14]2[CH:18]=[C:17](Br)[C:16]([C:20]3[CH:25]=[CH:24][CH:23]=[C:22]([N:26]([S:30]([C:33]4[CH:38]=[C:37]([F:39])[CH:36]=[CH:35][C:34]=4[F:40])(=[O:32])=[O:31])[CH2:27][O:28][CH3:29])[C:21]=3[F:41])=[N:15]2)[CH2:10][CH2:9]1)=[O:7])([CH3:4])([CH3:3])[CH3:2].[CH3:42][C:43]1([CH3:50])[C:47]([CH3:49])([CH3:48])[O:46][BH:45][O:44]1.C1(P(C2CCCCC2)C2C=CC=CC=2C2C(OC)=CC=CC=2OC)CCCCC1. The catalyst is C1(C)C=CC=CC=1.CC#N.CC#N.Cl[Pd]Cl. The product is [C:1]([O:5][C:6]([N:8]1[CH2:13][CH2:12][CH:11]([N:14]2[CH:18]=[C:17]([B:45]3[O:46][C:47]([CH3:49])([CH3:48])[C:43]([CH3:50])([CH3:42])[O:44]3)[C:16]([C:20]3[CH:25]=[CH:24][CH:23]=[C:22]([N:26]([S:30]([C:33]4[CH:38]=[C:37]([F:39])[CH:36]=[CH:35][C:34]=4[F:40])(=[O:32])=[O:31])[CH2:27][O:28][CH3:29])[C:21]=3[F:41])=[N:15]2)[CH2:10][CH2:9]1)=[O:7])([CH3:4])([CH3:3])[CH3:2]. The yield is 0.450. (3) The reactants are [CH2:1]([O:5][C:6]1[CH:7]=[C:8]([CH:11]=[CH:12][C:13]=1[O:14][CH:15]([F:17])[F:16])[CH:9]=O)[C:2]#[C:3][CH3:4].C(O)(=O)[CH2:19][C:20]([OH:22])=[O:21].Cl. The catalyst is N1CCCCC1.N1C=CC=CC=1. The product is [CH2:1]([O:5][C:6]1[CH:7]=[C:8](/[CH:9]=[CH:19]/[C:20]([OH:22])=[O:21])[CH:11]=[CH:12][C:13]=1[O:14][CH:15]([F:17])[F:16])[C:2]#[C:3][CH3:4]. The yield is 0.610. (4) The reactants are [CH3:1][O:2][C:3]1[CH:24]=[CH:23][C:6]([CH2:7][S:8][C:9]2[N:14]=[C:13]([NH:15][CH3:16])[CH:12]=[C:11]([N:17]3[CH2:22][CH2:21][O:20][CH2:19][CH2:18]3)[N:10]=2)=[CH:5][CH:4]=1.[N:25]([O-])=O.[Na+]. The catalyst is C(O)(=O)C. The product is [NH2:25][C:12]1[C:11]([N:17]2[CH2:18][CH2:19][O:20][CH2:21][CH2:22]2)=[N:10][C:9]([S:8][CH2:7][C:6]2[CH:5]=[CH:4][C:3]([O:2][CH3:1])=[CH:24][CH:23]=2)=[N:14][C:13]=1[NH:15][CH3:16]. The yield is 0.250. (5) The reactants are [C:1](=[O:20])([O:12][CH2:13][C:14]1[CH:19]=[CH:18][N:17]=[CH:16][CH:15]=1)OC1C=CC([N+]([O-])=O)=CC=1.CCN(C(C)C)C(C)C.[CH:30]1([NH2:35])[CH2:34][CH2:33][CH2:32][CH2:31]1. The catalyst is CN(C=O)C.CN(C1C=CN=CC=1)C. The product is [CH:30]1([NH:35][C:1](=[O:20])[O:12][CH2:13][C:14]2[CH:15]=[CH:16][N:17]=[CH:18][CH:19]=2)[CH2:34][CH2:33][CH2:32][CH2:31]1. The yield is 0.490. (6) The reactants are [C:1]([NH2:5])([CH3:4])([CH3:3])[CH3:2].Cl[C:7]1[N:16]([CH3:17])[C:15](=[O:18])[C:14]2[C:9](=[C:10]([I:19])[CH:11]=[CH:12][CH:13]=2)[N:8]=1. The catalyst is C1COCC1. The product is [C:1]([NH:5][C:7]1[N:16]([CH3:17])[C:15](=[O:18])[C:14]2[C:9](=[C:10]([I:19])[CH:11]=[CH:12][CH:13]=2)[N:8]=1)([CH3:4])([CH3:3])[CH3:2]. The yield is 0.900.